The task is: Predict the reaction yield, written as a fraction of the theoretical maximum amount of product (1.0 means a 100% yield; for example, 0.34 means a 34% yield).. This data is from Reaction yield outcomes from USPTO patents with 853,638 reactions. The reactants are [F:1][C:2]1[CH:7]=[C:6]([N+:8]([O-])=O)[CH:5]=[CH:4][C:3]=1[N:11]1[C:15](C)=[N:14][CH:13]=[N:12]1.[CH3:17]O. The catalyst is [Pd]. The product is [F:1][C:2]1[CH:7]=[C:6]([CH:5]=[CH:4][C:3]=1[N:11]1[CH:15]=[N:14][C:13]([CH3:17])=[N:12]1)[NH2:8]. The yield is 0.930.